Dataset: Reaction yield outcomes from USPTO patents with 853,638 reactions. Task: Predict the reaction yield, written as a fraction of the theoretical maximum amount of product (1.0 means a 100% yield; for example, 0.34 means a 34% yield). (1) The reactants are C[O:2][C:3]1[CH:4]=[C:5]2[C:10](=[CH:11][CH:12]=1)[C:9](=[O:13])[N:8]([C:14]1[CH:19]=[CH:18][C:17]([O:20]C)=[CH:16][CH:15]=1)[CH:7]=[C:6]2[C:22]1[CH:27]=[CH:26][CH:25]=[CH:24][CH:23]=1.C(Cl)Cl.B(Br)(Br)Br. The catalyst is O. The product is [OH:2][C:3]1[CH:4]=[C:5]2[C:10](=[CH:11][CH:12]=1)[C:9](=[O:13])[N:8]([C:14]1[CH:15]=[CH:16][C:17]([OH:20])=[CH:18][CH:19]=1)[CH:7]=[C:6]2[C:22]1[CH:27]=[CH:26][CH:25]=[CH:24][CH:23]=1. The yield is 0.879. (2) The reactants are [C:1]([O-:4])(=[O:3])[CH3:2].[K+].C(O)(=O)C.Cl[CH2:11][C:12]([C:14]1[CH:19]=[CH:18][CH:17]=[CH:16][CH:15]=1)=[O:13].[Cl-].[K+]. The catalyst is C(O)C.O. The product is [C:1]([O:4][CH2:11][C:12]([C:14]1[CH:19]=[CH:18][CH:17]=[CH:16][CH:15]=1)=[O:13])(=[O:3])[CH3:2]. The yield is 0.793. (3) The reactants are FC(F)(F)S([O:6][S:7]([C:10]([F:13])([F:12])[F:11])(=[O:9])=[O:8])(=O)=O.Cl.Cl.O[C:19]1[N:20]=[C:21]2[C:26](=[CH:27][CH:28]=1)[N:25]=[CH:24][CH:23]=[C:22]2[C:29]1[CH:30]=[C:31]([S:35]([NH2:38])(=[O:37])=[O:36])[CH:32]=[CH:33][CH:34]=1. The catalyst is N1C=CC=CC=1. The product is [F:13][C:10]([F:11])([F:12])[S:7]([O:6][C:19]1[CH:28]=[CH:27][C:26]2[C:21](=[C:22]([C:29]3[CH:34]=[CH:33][CH:32]=[C:31]([S:35]([NH2:38])(=[O:36])=[O:37])[CH:30]=3)[CH:23]=[CH:24][N:25]=2)[N:20]=1)(=[O:8])=[O:9]. The yield is 0.800. (4) The reactants are [C:1]1([N:7]2[C:12](=[O:13])[NH:11][C:10](=[O:14])[C:9]([C:15]#[N:16])=[N:8]2)[CH:6]=[CH:5][CH:4]=[CH:3][CH:2]=1.[CH3:17]N(C=O)C.[H-].[Na+].Br[CH2:25][CH:26]=[CH2:27]. The catalyst is O. The product is [C:1]1([N:7]2[C:12](=[O:13])[N:11]([CH2:27][CH2:26][CH2:25][CH3:17])[C:10](=[O:14])[C:9]([C:15]#[N:16])=[N:8]2)[CH:2]=[CH:3][CH:4]=[CH:5][CH:6]=1. The yield is 0.820. (5) The reactants are [CH2:1]([O:3][C:4](=[O:9])/[CH:5]=[CH:6]/[CH:7]=[O:8])[CH3:2].[N+](C1C=CC=CC=1C(O)=O)([O-])=O.N1CCCC1.[Cl:27][C:28]1[CH:35]=[CH:34][CH:33]=[C:32]([OH:36])[C:29]=1[CH:30]=O. The catalyst is CS(C)=O. The product is [CH2:1]([O:3][C:4]([CH:5]1[C:6]([CH:7]=[O:8])=[CH:30][C:29]2[C:32](=[CH:33][CH:34]=[CH:35][C:28]=2[Cl:27])[O:36]1)=[O:9])[CH3:2]. The yield is 0.495. (6) The reactants are C[O:2][C:3](=[O:27])[C@@H:4]([N:12]1[CH2:16][C:15]([O:17][C:18]2[CH:23]=[CH:22][CH:21]=[C:20]([O:24][CH3:25])[CH:19]=2)=[CH:14][C:13]1=[O:26])[CH2:5][CH:6]1[CH2:11][CH2:10][CH2:9][CH2:8][CH2:7]1.[OH-].[Li+]. The catalyst is O1CCCC1.O. The product is [CH:6]1([CH2:5][C@H:4]([N:12]2[CH2:16][C:15]([O:17][C:18]3[CH:23]=[CH:22][CH:21]=[C:20]([O:24][CH3:25])[CH:19]=3)=[CH:14][C:13]2=[O:26])[C:3]([OH:27])=[O:2])[CH2:11][CH2:10][CH2:9][CH2:8][CH2:7]1. The yield is 0.620. (7) The reactants are C([O:3][C:4]([C:6]1[C:15]2[C:10](=[CH:11][C:12]([O:18][CH3:19])=[C:13]([O:16][CH3:17])[CH:14]=2)[C:9]([C:20](=[O:32])[C:21]2[CH:26]=[CH:25][CH:24]=[C:23]([O:27][CH2:28][C:29]([OH:31])=O)[CH:22]=2)=[N:8][CH:7]=1)=[O:5])C.[CH2:33]([N:40]1[CH2:45][CH2:44][NH:43][CH2:42][CH2:41]1)[C:34]1[CH:39]=[CH:38][CH:37]=[CH:36][CH:35]=1.CN(C(ON1N=NC2C=CC=CC1=2)=[N+](C)C)C.F[P-](F)(F)(F)(F)F.C(N(CC)CC)C. The catalyst is C(Cl)Cl. The product is [CH2:33]([N:40]1[CH2:45][CH2:44][N:43]([C:29](=[O:31])[CH2:28][O:27][C:23]2[CH:22]=[C:21]([CH:26]=[CH:25][CH:24]=2)[C:20]([C:9]2[C:10]3[C:15](=[CH:14][C:13]([O:16][CH3:17])=[C:12]([O:18][CH3:19])[CH:11]=3)[C:6]([C:4]([OH:3])=[O:5])=[CH:7][N:8]=2)=[O:32])[CH2:42][CH2:41]1)[C:34]1[CH:35]=[CH:36][CH:37]=[CH:38][CH:39]=1. The yield is 0.350. (8) The reactants are [CH3:1][C:2]([CH3:23])([CH3:22])[C:3]#[C:4][C:5]1[S:9][C:8]([C:10]([O:12][CH3:13])=[O:11])=[C:7]([NH:14][CH2:15][C:16]2[N:20]([CH3:21])[N:19]=[CH:18][CH:17]=2)[CH:6]=1.N1C=CC=CC=1.[CH3:30][CH:31]1[CH2:36][CH2:35][CH:34]([C:37](Cl)=[O:38])[CH2:33][CH2:32]1. The catalyst is ClCCCl.C(OCC)(=O)C. The product is [CH3:1][C:2]([CH3:23])([CH3:22])[C:3]#[C:4][C:5]1[S:9][C:8]([C:10]([O:12][CH3:13])=[O:11])=[C:7]([N:14]([CH2:15][C:16]2[N:20]([CH3:21])[N:19]=[CH:18][CH:17]=2)[C:37]([C@H:34]2[CH2:35][CH2:36][C@H:31]([CH3:30])[CH2:32][CH2:33]2)=[O:38])[CH:6]=1. The yield is 0.930.